Dataset: Full USPTO retrosynthesis dataset with 1.9M reactions from patents (1976-2016). Task: Predict the reactants needed to synthesize the given product. Given the product [CH:13]1([C:11]2[S:12][C:8]([C:6]3[CH:5]=[CH:4][N:3]=[C:2]([NH:46][CH:43]4[CH2:44][CH2:45][N:40]([S:37]([CH3:36])(=[O:39])=[O:38])[CH2:41][CH2:42]4)[N:7]=3)=[C:9]([C:17]3[C:18]([F:35])=[C:19]([NH:23][S:24]([C:27]4[CH:32]=[C:31]([F:33])[CH:30]=[CH:29][C:28]=4[F:34])(=[O:26])=[O:25])[CH:20]=[CH:21][CH:22]=3)[N:10]=2)[CH2:16][CH2:15][CH2:14]1, predict the reactants needed to synthesize it. The reactants are: Cl[C:2]1[N:7]=[C:6]([C:8]2[S:12][C:11]([CH:13]3[CH2:16][CH2:15][CH2:14]3)=[N:10][C:9]=2[C:17]2[C:18]([F:35])=[C:19]([NH:23][S:24]([C:27]3[CH:32]=[C:31]([F:33])[CH:30]=[CH:29][C:28]=3[F:34])(=[O:26])=[O:25])[CH:20]=[CH:21][CH:22]=2)[CH:5]=[CH:4][N:3]=1.[CH3:36][S:37]([N:40]1[CH2:45][CH2:44][CH:43]([NH2:46])[CH2:42][CH2:41]1)(=[O:39])=[O:38].